Dataset: Peptide-MHC class I binding affinity with 185,985 pairs from IEDB/IMGT. Task: Regression. Given a peptide amino acid sequence and an MHC pseudo amino acid sequence, predict their binding affinity value. This is MHC class I binding data. (1) The peptide sequence is SRSTSLSVSL. The MHC is HLA-B08:01 with pseudo-sequence HLA-B08:01. The binding affinity (normalized) is 0.415. (2) The peptide sequence is FRQYTAFTL. The MHC is HLA-B38:01 with pseudo-sequence HLA-B38:01. The binding affinity (normalized) is 0.739. (3) The peptide sequence is MVSIQWHAM. The MHC is HLA-A26:02 with pseudo-sequence HLA-A26:02. The binding affinity (normalized) is 0.689.